Predict the reactants needed to synthesize the given product. From a dataset of Full USPTO retrosynthesis dataset with 1.9M reactions from patents (1976-2016). Given the product [CH3:29][C:28]1[C:23]2[N:24]([C:20]([C:18]3[C:17]([C:30]#[N:31])=[CH:16][N:15]=[C:14]([NH:13][C@H:11]([C:8]4[CH:9]=[CH:10][C:5]([C:3](=[O:4])[CH2:2][N:32]5[CH2:36][CH2:35][CH2:34][CH2:33]5)=[CH:6][CH:7]=4)[CH3:12])[N:19]=3)=[CH:21][N:22]=2)[CH:25]=[CH:26][CH:27]=1, predict the reactants needed to synthesize it. The reactants are: Br[CH2:2][C:3]([C:5]1[CH:10]=[CH:9][C:8]([C@@H:11]([NH:13][C:14]2[N:19]=[C:18]([C:20]3[N:24]4[CH:25]=[CH:26][CH:27]=[C:28]([CH3:29])[C:23]4=[N:22][CH:21]=3)[C:17]([C:30]#[N:31])=[CH:16][N:15]=2)[CH3:12])=[CH:7][CH:6]=1)=[O:4].[NH:32]1[CH2:36][CH2:35][CH2:34][CH2:33]1.C(=O)([O-])O.[Na+].